This data is from Catalyst prediction with 721,799 reactions and 888 catalyst types from USPTO. The task is: Predict which catalyst facilitates the given reaction. (1) Reactant: [NH2:1][C:2]1[N:10]=[CH:9][CH:8]=[CH:7][C:3]=1[C:4]([OH:6])=O.ON1C2C=CC=CC=2N=N1.CCN=C=NCCCN(C)C.[F:32][C:33]([F:51])([F:50])[O:34][C:35]1[CH:36]=[C:37]([CH:47]=[CH:48][CH:49]=1)[O:38][C:39]1[CH:46]=[CH:45][C:42]([CH2:43][NH2:44])=[CH:41][CH:40]=1.C(=O)(O)[O-].[Na+]. Product: [F:32][C:33]([F:50])([F:51])[O:34][C:35]1[CH:36]=[C:37]([CH:47]=[CH:48][CH:49]=1)[O:38][C:39]1[CH:40]=[CH:41][C:42]([CH2:43][NH:44][C:4](=[O:6])[C:3]2[CH:7]=[CH:8][CH:9]=[N:10][C:2]=2[NH2:1])=[CH:45][CH:46]=1. The catalyst class is: 3. (2) Reactant: [C:1]1([C:7]([OH:9])=[O:8])([C:4]([OH:6])=[O:5])[CH2:3][CH2:2]1.[CH2:10](N(CC)CC)C.IC. Product: [O:6]=[C:4]1[CH:1]([C:7]([O:9][CH3:10])=[O:8])[CH2:3][CH2:2][O:5]1. The catalyst class is: 10. (3) Reactant: [CH:1]1([O:5][C:6]([N:8]2[CH2:13][CH2:12][N:11]([C:14](=[O:51])[C@@H:15]([NH:21][C:22]([C:24]3[CH:28]=[C:27]([O:29][CH2:30][C:31]([N:33]4[CH2:37][CH2:36][CH2:35][C@H:34]4[C:38](=[O:44])[NH:39][CH:40]4[CH2:43][CH2:42][CH2:41]4)=[O:32])[N:26]([C:45]4[CH:50]=[CH:49][CH:48]=[CH:47][CH:46]=4)[N:25]=3)=[O:23])[CH2:16][CH2:17][C:18]([OH:20])=[O:19])[CH2:10][CH2:9]2)=[O:7])[CH2:4][CH2:3][CH2:2]1.[CH2:52](Cl)CCl.CO. Product: [CH:1]1([O:5][C:6]([N:8]2[CH2:13][CH2:12][N:11]([C:14](=[O:51])[C@@H:15]([NH:21][C:22]([C:24]3[CH:28]=[C:27]([O:29][CH2:30][C:31]([N:33]4[CH2:37][CH2:36][CH2:35][C@H:34]4[C:38](=[O:44])[NH:39][CH:40]4[CH2:43][CH2:42][CH2:41]4)=[O:32])[N:26]([C:45]4[CH:50]=[CH:49][CH:48]=[CH:47][CH:46]=4)[N:25]=3)=[O:23])[CH2:16][CH2:17][C:18]([O:20][CH3:52])=[O:19])[CH2:10][CH2:9]2)=[O:7])[CH2:4][CH2:3][CH2:2]1. The catalyst class is: 239. (4) Reactant: Cl[CH2:2][C:3]([NH:5][C:6]1[CH:7]=[C:8]([C:12]2[N:21]=[C:20]([NH:22][C:23]3[CH:24]=[C:25]4[C:29](=[CH:30][CH:31]=3)[N:28]([C:32]([O:34][C:35]([CH3:38])([CH3:37])[CH3:36])=[O:33])[N:27]=[CH:26]4)[C:19]3[C:14](=[CH:15][CH:16]=[CH:17][CH:18]=3)[N:13]=2)[CH:9]=[CH:10][CH:11]=1)=[O:4].[CH:39]([N:42]1[CH2:47][CH2:46][NH:45][CH2:44][CH2:43]1)([CH3:41])[CH3:40].[CH3:48]CN(C(C)C)C(C)C. Product: [CH:39]([N:42]1[CH2:47][CH2:46][N:45]([CH2:48][CH2:2][C:3]([NH:5][C:6]2[CH:7]=[C:8]([C:12]3[N:21]=[C:20]([NH:22][C:23]4[CH:24]=[C:25]5[C:29](=[CH:30][CH:31]=4)[N:28]([C:32]([O:34][C:35]([CH3:38])([CH3:37])[CH3:36])=[O:33])[N:27]=[CH:26]5)[C:19]4[C:14](=[CH:15][CH:16]=[CH:17][CH:18]=4)[N:13]=3)[CH:9]=[CH:10][CH:11]=2)=[O:4])[CH2:44][CH2:43]1)([CH3:41])[CH3:40]. The catalyst class is: 3. (5) Reactant: [CH3:1][C:2]([O:5][C:6]([N:8]1[CH2:16][C:15]2[C:10](=[CH:11][CH:12]=[C:13]([C:17]([OH:19])=O)[CH:14]=2)[CH2:9]1)=[O:7])([CH3:4])[CH3:3].[F:20][C:21]([F:31])([F:30])[C:22]1[CH:27]=[CH:26][CH:25]=[CH:24][C:23]=1[CH2:28][NH2:29].C(N(CC)CC)C.F[P-](F)(F)(F)(F)F.N1(O[P+](N(C)C)(N(C)C)N(C)C)C2C=CC=CC=2N=N1.C(=O)(O)[O-].[Na+]. Product: [F:20][C:21]([F:30])([F:31])[C:22]1[CH:27]=[CH:26][CH:25]=[CH:24][C:23]=1[CH2:28][NH:29][C:17]([C:13]1[CH:14]=[C:15]2[C:10](=[CH:11][CH:12]=1)[CH2:9][N:8]([C:6]([O:5][C:2]([CH3:1])([CH3:3])[CH3:4])=[O:7])[CH2:16]2)=[O:19]. The catalyst class is: 35. (6) Reactant: [OH-].[Na+].[OH:3][C:4]1[CH:9]=[CH:8][C:7]([O:10][CH2:11][CH2:12][O:13][CH2:14][CH2:15][O:16][CH2:17][CH2:18][O:19][CH3:20])=[CH:6][C:5]=1[C:21]1[S:22][CH2:23][C@:24]([CH3:32])([C:26]([O:28]C(C)C)=[O:27])[N:25]=1. Product: [OH:3][C:4]1[CH:9]=[CH:8][C:7]([O:10][CH2:11][CH2:12][O:13][CH2:14][CH2:15][O:16][CH2:17][CH2:18][O:19][CH3:20])=[CH:6][C:5]=1[C:21]1[S:22][CH2:23][C@:24]([CH3:32])([C:26]([OH:28])=[O:27])[N:25]=1. The catalyst class is: 5. (7) Reactant: [OH:1][C:2]1[CH:7]=[CH:6][C:5]([C:8]2[CH:13]=[CH:12][C:11]([C:14]#N)=[C:10]([CH3:16])[CH:9]=2)=[CH:4][CH:3]=1.[H-].C([Al+]CC(C)C)C(C)C.C[OH:28].Cl. Product: [OH:1][C:2]1[CH:7]=[CH:6][C:5]([C:8]2[CH:13]=[CH:12][C:11]([CH:14]=[O:28])=[C:10]([CH3:16])[CH:9]=2)=[CH:4][CH:3]=1. The catalyst class is: 93. (8) Reactant: [CH2:1]([N:8]1[C:17]2[C:12](=[CH:13][C:14](Br)=[CH:15][CH:16]=2)[CH2:11][CH:10]([NH:19][S:20]([C:23]2[CH:28]=[CH:27][CH:26]=[CH:25][CH:24]=2)(=[O:22])=[O:21])[CH2:9]1)[C:2]1[CH:7]=[CH:6][CH:5]=[CH:4][CH:3]=1.[C:29]1([OH:35])[CH:34]=[CH:33][CH:32]=[CH:31][CH:30]=1.C([O-])([O-])=O.[K+].[K+]. Product: [CH2:1]([N:8]1[C:17]2[C:12](=[CH:13][C:14]([O:35][C:29]3[CH:34]=[CH:33][CH:32]=[CH:31][CH:30]=3)=[CH:15][CH:16]=2)[CH2:11][CH:10]([NH:19][S:20]([C:23]2[CH:28]=[CH:27][CH:26]=[CH:25][CH:24]=2)(=[O:22])=[O:21])[CH2:9]1)[C:2]1[CH:7]=[CH:6][CH:5]=[CH:4][CH:3]=1. The catalyst class is: 870. (9) Reactant: [Br:1][C:2]1[CH:9]=[C:8]([CH3:10])[CH:7]=[C:6]([Br:11])[C:3]=1[CH:4]=O.Cl.[F:13][C:14]1[CH:19]=[CH:18][CH:17]=[CH:16][C:15]=1[NH:20][NH2:21].C([O-])(=O)C.[Na+]. Product: [F:13][C:14]1[CH:19]=[CH:18][CH:17]=[CH:16][C:15]=1[NH:20][N:21]=[CH:4][C:3]1[C:2]([Br:1])=[CH:9][C:8]([CH3:10])=[CH:7][C:6]=1[Br:11]. The catalyst class is: 5.